The task is: Predict which catalyst facilitates the given reaction.. This data is from Catalyst prediction with 721,799 reactions and 888 catalyst types from USPTO. (1) Reactant: [CH3:1][NH:2][CH2:3][CH2:4][CH:5]([CH3:25])[CH:6]([S:15]([C:18]1[CH:23]=[CH:22][C:21]([Cl:24])=[CH:20][CH:19]=1)(=[O:17])=[O:16])[C:7]1[CH:12]=[C:11]([F:13])[CH:10]=[CH:9][C:8]=1[F:14].N1C=CC=CC=1.[CH3:32][S:33](Cl)(=[O:35])=[O:34]. Product: [Cl:24][C:21]1[CH:20]=[CH:19][C:18]([S:15]([CH:6]([C:7]2[CH:12]=[C:11]([F:13])[CH:10]=[CH:9][C:8]=2[F:14])[CH:5]([CH3:25])[CH2:4][CH2:3][N:2]([CH3:1])[S:33]([CH3:32])(=[O:35])=[O:34])(=[O:17])=[O:16])=[CH:23][CH:22]=1. The catalyst class is: 4. (2) Reactant: [F:1][C:2]1[CH:7]=[CH:6][C:5]([N:8]2[CH2:13][CH2:12][N:11]([S:14]([CH2:17][CH:18]([NH:29][OH:30])[C:19]#[C:20][C:21]3[CH:26]=[CH:25][CH:24]=[C:23]([O:27][CH3:28])[CH:22]=3)(=[O:16])=[O:15])[CH2:10][CH2:9]2)=[CH:4][CH:3]=1.[CH:31](OC(=O)C)=[O:32]. Product: [F:1][C:2]1[CH:7]=[CH:6][C:5]([N:8]2[CH2:13][CH2:12][N:11]([S:14]([CH2:17][CH:18]([N:29]([OH:30])[CH:31]=[O:32])[C:19]#[C:20][C:21]3[CH:26]=[CH:25][CH:24]=[C:23]([O:27][CH3:28])[CH:22]=3)(=[O:16])=[O:15])[CH2:10][CH2:9]2)=[CH:4][CH:3]=1. The catalyst class is: 1. (3) Reactant: [NH2:1][C:2]1[NH:6][N:5]=[C:4]([NH:7][C:8]2[CH:9]=[N:10][CH:11]=[CH:12][CH:13]=2)[C:3]=1[C:14]([NH2:16])=[O:15].[CH3:17][N:18]([CH3:31])[C:19]1[C:28]2[C:23](=[CH:24][CH:25]=[CH:26][CH:27]=2)[C:22]([CH:29]=O)=[CH:21][CH:20]=1.N1CCCCC1. Product: [CH3:17][N:18]([CH3:31])[C:19]1[C:28]2[C:23](=[CH:24][CH:25]=[CH:26][CH:27]=2)[C:22]([CH2:29][NH:1][C:2]2[NH:6][N:5]=[C:4]([NH:7][C:8]3[CH:9]=[N:10][CH:11]=[CH:12][CH:13]=3)[C:3]=2[C:14]([NH2:16])=[O:15])=[CH:21][CH:20]=1. The catalyst class is: 14. (4) Reactant: [S:1]1[CH:5]=[CH:4][N:3]=[C:2]1[C:6]1[NH:7][C:8]2[C:13]([CH:14]=1)=[CH:12][CH:11]=[CH:10][C:9]=2[CH2:15]O.[CH3:17][N:18]1[CH:22]=[CH:21][N:20]=[C:19]1[SH:23].C(P(CCCC)CCCC)CCC.N(C(N1CCCCC1)=O)=NC(N1CCCCC1)=O. Product: [CH3:17][N:18]1[CH:22]=[CH:21][N:20]=[C:19]1[S:23][CH2:15][C:9]1[CH:10]=[CH:11][CH:12]=[C:13]2[C:8]=1[NH:7][C:6]([C:2]1[S:1][CH:5]=[CH:4][N:3]=1)=[CH:14]2. The catalyst class is: 30.